Dataset: Reaction yield outcomes from USPTO patents with 853,638 reactions. Task: Predict the reaction yield, written as a fraction of the theoretical maximum amount of product (1.0 means a 100% yield; for example, 0.34 means a 34% yield). (1) The reactants are [NH:1]1[CH2:6][CH2:5][O:4][CH2:3][CH2:2]1.[CH:7](=O)[C:8]1[CH:13]=[CH:12][CH:11]=[CH:10][CH:9]=1.C([Cl:18])(=O)C. No catalyst specified. The product is [Cl-:18].[CH:7](=[N+:1]1[CH2:6][CH2:5][O:4][CH2:3][CH2:2]1)[C:8]1[CH:13]=[CH:12][CH:11]=[CH:10][CH:9]=1. The yield is 0.480. (2) No catalyst specified. The reactants are Br[C:2]1[S:3][C:4]([NH:27]C(=O)OC(C)(C)C)=[C:5]([C:7](=[O:26])[NH:8][C:9]2[CH:10]=[N:11][N:12]([CH2:22][CH:23]([F:25])[F:24])[C:13]=2[N:14]2[CH2:20][CH2:19][CH2:18][CH:17]([OH:21])[CH2:16][CH2:15]2)[N:6]=1.[F:35][C:36]1[CH:41]=[CH:40][C:39]([F:42])=[CH:38][C:37]=1B(O)O. The yield is 0.570. The product is [NH2:27][C:4]1[S:3][C:2]([C:40]2[CH:41]=[C:36]([F:35])[CH:37]=[CH:38][C:39]=2[F:42])=[N:6][C:5]=1[C:7]([NH:8][C:9]1[CH:10]=[N:11][N:12]([CH2:22][CH:23]([F:24])[F:25])[C:13]=1[N:14]1[CH2:20][CH2:19][CH2:18][CH:17]([OH:21])[CH2:16][CH2:15]1)=[O:26].